Dataset: Reaction yield outcomes from USPTO patents with 853,638 reactions. Task: Predict the reaction yield, written as a fraction of the theoretical maximum amount of product (1.0 means a 100% yield; for example, 0.34 means a 34% yield). (1) The reactants are O.[CH3:2][O:3][CH2:4][CH2:5][O:6][C:7]1[CH:12]=[CH:11][C:10](/[CH:13]=[CH:14]/[C:15]([O-:17])=[O:16])=[C:9]([N+:18]([O-])=O)[CH:8]=1.[C:21](O)(=O)[CH3:22]. The catalyst is [Zn]. The product is [NH2:18][C:9]1[CH:8]=[C:7]([O:6][CH2:5][CH2:4][O:3][CH3:2])[CH:12]=[CH:11][C:10]=1/[CH:13]=[CH:14]/[C:15]([O:17][CH2:21][CH3:22])=[O:16]. The yield is 0.820. (2) The reactants are [CH2:1]([NH:4][C:5](=[O:11])[O:6][C:7]([CH3:10])([CH3:9])[CH3:8])[C:2]#[CH:3].[F:12][C:13]([F:24])([F:23])[C:14]1[CH:22]=[CH:21][C:17]([C:18](Cl)=[O:19])=[CH:16][CH:15]=1. The catalyst is C1COCC1.Cl[Pd](Cl)([P](C1C=CC=CC=1)(C1C=CC=CC=1)C1C=CC=CC=1)[P](C1C=CC=CC=1)(C1C=CC=CC=1)C1C=CC=CC=1.[Cu]I. The product is [O:19]=[C:18]([C:17]1[CH:16]=[CH:15][C:14]([C:13]([F:12])([F:23])[F:24])=[CH:22][CH:21]=1)[C:3]#[C:2][CH2:1][NH:4][C:5](=[O:11])[O:6][C:7]([CH3:8])([CH3:10])[CH3:9]. The yield is 0.980. (3) The yield is 0.567. The catalyst is ClCCl. The reactants are [Cl:1][C:2]1[CH:3]=[C:4]([CH:6]=[CH:7][C:8]=1[O:9][C:10]1[CH:15]=[CH:14][CH:13]=[CH:12][CH:11]=1)[NH2:5].[C:16](N1C=CN=C1)(N1C=CN=C1)=[S:17]. The product is [Cl:1][C:2]1[CH:3]=[C:4]([N:5]=[C:16]=[S:17])[CH:6]=[CH:7][C:8]=1[O:9][C:10]1[CH:15]=[CH:14][CH:13]=[CH:12][CH:11]=1. (4) The reactants are [F:1][C:2]1[C:10]2[CH2:9][CH2:8][CH2:7][CH2:6][C:5]=2[N:4]2[CH2:11][CH2:12][N:13]([C:16]3[N:23]=[CH:22][CH:21]=[C:20]([C:24]4[CH:29]=[C:28]([NH:30][C:31]5[CH:36]=[CH:35][N:34]=[CH:33][N:32]=5)[C:27](=[O:37])[N:26]([CH3:38])[N:25]=4)[C:17]=3[CH:18]=[O:19])[C:14](=[O:15])[C:3]=12.[BH4-].[Na+].CO. The catalyst is O. The product is [F:1][C:2]1[C:10]2[CH2:9][CH2:8][CH2:7][CH2:6][C:5]=2[N:4]2[CH2:11][CH2:12][N:13]([C:16]3[C:17]([CH2:18][OH:19])=[C:20]([C:24]4[CH:29]=[C:28]([NH:30][C:31]5[CH:36]=[CH:35][N:34]=[CH:33][N:32]=5)[C:27](=[O:37])[N:26]([CH3:38])[N:25]=4)[CH:21]=[CH:22][N:23]=3)[C:14](=[O:15])[C:3]=12. The yield is 0.680.